From a dataset of Full USPTO retrosynthesis dataset with 1.9M reactions from patents (1976-2016). Predict the reactants needed to synthesize the given product. (1) Given the product [CH2:1]([O:8][C:9](=[O:27])[NH:10][C@H:11]1[CH2:15][CH2:14][C@H:13]([O:16][CH2:17][C:18]([C:29]2[CH:34]=[CH:33][C:32]([CH3:35])=[CH:31][CH:30]=2)=[CH:19][C:20]2[CH:25]=[CH:24][CH:23]=[CH:22][CH:21]=2)[CH2:12]1)[C:2]1[CH:7]=[CH:6][CH:5]=[CH:4][CH:3]=1, predict the reactants needed to synthesize it. The reactants are: [CH2:1]([O:8][C:9](=[O:27])[NH:10][C@H:11]1[CH2:15][CH2:14][C@H:13]([O:16][CH2:17][C:18](Br)=[CH:19][C:20]2[CH:25]=[CH:24][CH:23]=[CH:22][CH:21]=2)[CH2:12]1)[C:2]1[CH:7]=[CH:6][CH:5]=[CH:4][CH:3]=1.B(O)(O)[C:29]1[CH:30]=[CH:31][C:32]([CH3:35])=[CH:33][CH:34]=1.[F-].[K+].O1CCCC1. (2) The reactants are: C([O:5][C:6](=[O:38])[C:7]1[CH:12]=[CH:11][C:10]([O:13][C:14]2[CH:19]=[CH:18][C:17]([NH:20][C:21]3[C:22]4[CH:30]=[C:29]([N:31]5[CH2:36][CH2:35][O:34][CH2:33][CH2:32]5)[N:28]=[CH:27][C:23]=4[N:24]=[CH:25][N:26]=3)=[CH:16][C:15]=2[CH3:37])=[CH:9][CH:8]=1)(C)(C)C.CC1C=C(OC2C(N3CCCC3)=CC=CC=2NC2C3C=CN=CC=3N=CN=2)C=CC=1C(O)=O. Given the product [CH3:37][C:15]1[CH:16]=[C:17]([NH:20][C:21]2[C:22]3[CH:30]=[C:29]([N:31]4[CH2:36][CH2:35][O:34][CH2:33][CH2:32]4)[N:28]=[CH:27][C:23]=3[N:24]=[CH:25][N:26]=2)[CH:18]=[CH:19][C:14]=1[O:13][C:10]1[CH:11]=[CH:12][C:7]([C:6]([OH:38])=[O:5])=[CH:8][CH:9]=1, predict the reactants needed to synthesize it. (3) The reactants are: [CH3:1][NH:2][C:3]([C@H:5]1[CH2:10][CH2:9][CH2:8][N:7]([CH2:11][C:12]2[S:20][C:19]3[C:18]([N:21]4[CH2:26][CH2:25][O:24][CH2:23][CH2:22]4)=[N:17][C:16](Cl)=[N:15][C:14]=3[CH:13]=2)[CH2:6]1)=[O:4].C[NH:29][C:30]([C@H:32]1[CH2:37][CH2:36][CH2:35][NH:34][CH2:33]1)=O.Cl.N1CCC[C@@H](C(O)=O)[CH2:40]1. Given the product [CH3:1][NH:2][C:3]([C@H:5]1[CH2:10][CH2:9][CH2:8][N:7]([CH2:11][C:12]2[S:20][C:19]3[C:18]([N:21]4[CH2:26][CH2:25][O:24][CH2:23][CH2:22]4)=[N:17][C:16]([C:37]4[CH:36]=[CH:35][CH:40]=[C:30]5[C:32]=4[CH:33]=[N:34][NH:29]5)=[N:15][C:14]=3[CH:13]=2)[CH2:6]1)=[O:4], predict the reactants needed to synthesize it. (4) Given the product [C:1]([N:4]1[CH2:9][CH2:8][N:7]([CH2:10][CH2:11][O:12][C:13]2[CH:14]=[CH:15][C:16]([C:19]3([OH:38])[CH2:24][CH2:23][N:22]([C:25]4[CH2:26][CH2:27][C:28]5[N:29]([C:31]([C:34]([F:36])([F:37])[F:35])=[N:32][N:33]=5)[N:30]=4)[CH2:21][CH2:20]3)=[CH:17][CH:18]=2)[CH2:6][CH2:5]1)(=[O:3])[CH3:2], predict the reactants needed to synthesize it. The reactants are: [C:1]([N:4]1[CH2:9][CH2:8][N:7]([CH2:10][CH2:11][O:12][C:13]2[CH:18]=[CH:17][C:16]([C:19]3([OH:38])[CH2:24][CH2:23][N:22]([C:25]4[CH:26]=[CH:27][C:28]5[N:29]([C:31]([C:34]([F:37])([F:36])[F:35])=[N:32][N:33]=5)[N:30]=4)[CH2:21][CH2:20]3)=[CH:15][CH:14]=2)[CH2:6][CH2:5]1)(=[O:3])[CH3:2].OC1C=CC(C2(O)CCN(C3C=CC4N(C(C(F)(F)F)=NN=4)N=3)CC2)=CC=1.CS(N1CCN(CCCOC2C=CC(C3CCN(C4CCC5N(C(C(F)(F)F)=NN=5)N=4)CC3)=CC=2)CC1)(=O)=O.